This data is from Forward reaction prediction with 1.9M reactions from USPTO patents (1976-2016). The task is: Predict the product of the given reaction. (1) Given the reactants [NH2:1][C:2]1[CH:10]=[CH:9][C:8]([Br:11])=[CH:7][C:3]=1[C:4](O)=[O:5].Cl.[N:13]([O-])=O.[Na+].[O-]S([O-])=O.[Na+].[Na+], predict the reaction product. The product is: [Br:11][C:8]1[CH:7]=[C:3]2[C:2](=[CH:10][CH:9]=1)[NH:1][N:13]=[C:4]2[OH:5]. (2) Given the reactants Br[C:2]1[CH:8]=[CH:7][C:6]([C:9]([F:12])([F:11])[F:10])=[CH:5][C:3]=1[NH2:4].[N:13]1[CH:18]=[CH:17][CH:16]=[C:15](B(O)O)[CH:14]=1.O.C(=O)([O-])[O-].[Na+].[Na+], predict the reaction product. The product is: [N:13]1[CH:18]=[CH:17][CH:16]=[C:15]([C:2]2[CH:8]=[CH:7][C:6]([C:9]([F:12])([F:11])[F:10])=[CH:5][C:3]=2[NH2:4])[CH:14]=1. (3) Given the reactants Br[CH2:2][CH2:3][C:4]([O:6][CH3:7])=[O:5].CS(C)=O.O=C1O[C@H]([C@H](CO)O)C([O-])=C1O.[Na+].[CH2:25]([N:28]1[C:34](=[O:35])[C:33]2[CH:36]=[CH:37][CH:38]=[CH:39][C:32]=2[O:31][C:30]2[CH:40]=[CH:41][CH:42]=[CH:43][C:29]1=2)[C:26]#[CH:27].[N-:44]=[N+:45]=[N-:46].[Na+], predict the reaction product. The product is: [O:35]=[C:34]1[C:33]2[CH2:36][CH2:37][CH:38]=[CH:39][C:32]=2[O:31][C:30]2[CH:40]=[CH:41][CH:42]=[CH:43][C:29]=2[N:28]1[CH2:25][C:26]1[N:44]=[N:45][N:46]([CH2:2][CH2:3][C:4]([O:6][CH3:7])=[O:5])[CH:27]=1.